The task is: Predict which catalyst facilitates the given reaction.. This data is from Catalyst prediction with 721,799 reactions and 888 catalyst types from USPTO. Reactant: C([O:5][C:6](=[O:27])[C:7]([S:10][C:11]1[S:12][CH:13]=[C:14]([CH2:16][CH2:17][NH:18][C:19]2[N:24]=[CH:23][C:22]([CH2:25][CH3:26])=[CH:21][N:20]=2)[N:15]=1)([CH3:9])[CH3:8])(C)(C)C.I[CH2:29][CH2:30][CH2:31][CH2:32][CH2:33][CH3:34].[BrH:35].C(O)(=O)C. Product: [BrH:35].[CH2:25]([C:22]1[CH:23]=[N:24][C:19]([N:18]([CH2:29][CH2:30][CH2:31][CH2:32][CH2:33][CH3:34])[CH2:17][CH2:16][C:14]2[N:15]=[C:11]([S:10][C:7]([CH3:9])([CH3:8])[C:6]([OH:5])=[O:27])[S:12][CH:13]=2)=[N:20][CH:21]=1)[CH3:26]. The catalyst class is: 27.